The task is: Predict which catalyst facilitates the given reaction.. This data is from Catalyst prediction with 721,799 reactions and 888 catalyst types from USPTO. (1) Reactant: O.[OH-].[Li+].[CH3:4][C:5]1[CH:10]=[C:9]([CH3:11])[CH:8]=[C:7]([CH3:12])[C:6]=1[NH:13][C:14]([NH:16][C:17]1[C:18]([C:27]([N:29]2[CH2:34][CH2:33][CH2:32][CH2:31][C@H:30]2[C:35]([O:37]C)=[O:36])=[O:28])=[CH:19][C:20]2[C:25]([CH:26]=1)=[CH:24][CH:23]=[CH:22][CH:21]=2)=[O:15].O.Cl. Product: [CH3:4][C:5]1[CH:10]=[C:9]([CH3:11])[CH:8]=[C:7]([CH3:12])[C:6]=1[NH:13][C:14]([NH:16][C:17]1[C:18]([C:27]([N:29]2[CH2:34][CH2:33][CH2:32][CH2:31][C@H:30]2[C:35]([OH:37])=[O:36])=[O:28])=[CH:19][C:20]2[C:25]([CH:26]=1)=[CH:24][CH:23]=[CH:22][CH:21]=2)=[O:15]. The catalyst class is: 12. (2) Reactant: CS(C)=O.C(Cl)(=O)C(Cl)=O.[OH:11][CH2:12][C:13]([CH3:19])([CH3:18])[C:14]([O:16][CH3:17])=[O:15].C(N(CC)CC)C. Product: [CH3:18][C:13]([CH3:19])([CH:12]=[O:11])[C:14]([O:16][CH3:17])=[O:15]. The catalyst class is: 4. (3) Reactant: [Cl:1][C:2]1[CH:10]=[CH:9][CH:8]=[C:7]([N+:11]([O-:13])=[O:12])[C:3]=1[C:4]([OH:6])=O.O=S(Cl)Cl.[CH:18]1([NH2:21])[CH2:20][CH2:19]1.C([O-])(O)=O.[Na+]. Product: [Cl:1][C:2]1[CH:10]=[CH:9][CH:8]=[C:7]([N+:11]([O-:13])=[O:12])[C:3]=1[C:4]([NH:21][CH:18]1[CH2:20][CH2:19]1)=[O:6]. The catalyst class is: 857. (4) Reactant: [CH2:1]([O:3][C:4](=[O:17])[CH:5]=[C:6]1[C:14]2[C:9](=[C:10]([NH2:15])[CH:11]=[CH:12][CH:13]=2)[C:8](=[O:16])[O:7]1)[CH3:2]. Product: [CH2:1]([O:3][C:4](=[O:17])[CH2:5][CH:6]1[C:14]2[C:9](=[C:10]([NH2:15])[CH:11]=[CH:12][CH:13]=2)[C:8](=[O:16])[O:7]1)[CH3:2]. The catalyst class is: 19.